This data is from NCI-60 drug combinations with 297,098 pairs across 59 cell lines. The task is: Regression. Given two drug SMILES strings and cell line genomic features, predict the synergy score measuring deviation from expected non-interaction effect. (1) Drug 1: COC1=C(C=C2C(=C1)N=CN=C2NC3=CC(=C(C=C3)F)Cl)OCCCN4CCOCC4. Drug 2: C1CCC(CC1)NC(=O)N(CCCl)N=O. Cell line: UACC62. Synergy scores: CSS=50.4, Synergy_ZIP=0.750, Synergy_Bliss=6.85, Synergy_Loewe=7.81, Synergy_HSA=9.95. (2) Drug 1: CCCCC(=O)OCC(=O)C1(CC(C2=C(C1)C(=C3C(=C2O)C(=O)C4=C(C3=O)C=CC=C4OC)O)OC5CC(C(C(O5)C)O)NC(=O)C(F)(F)F)O. Drug 2: CC(C)(C#N)C1=CC(=CC(=C1)CN2C=NC=N2)C(C)(C)C#N. Cell line: SW-620. Synergy scores: CSS=14.9, Synergy_ZIP=-4.20, Synergy_Bliss=-14.2, Synergy_Loewe=-14.2, Synergy_HSA=-13.7. (3) Drug 2: C1=CN(C(=O)N=C1N)C2C(C(C(O2)CO)O)O.Cl. Drug 1: CC12CCC3C(C1CCC2=O)CC(=C)C4=CC(=O)C=CC34C. Synergy scores: CSS=82.4, Synergy_ZIP=-0.338, Synergy_Bliss=-1.13, Synergy_Loewe=-2.36, Synergy_HSA=-0.742. Cell line: MOLT-4. (4) Drug 1: CC12CCC(CC1=CCC3C2CCC4(C3CC=C4C5=CN=CC=C5)C)O. Drug 2: C1C(C(OC1N2C=C(C(=O)NC2=O)F)CO)O. Cell line: SF-295. Synergy scores: CSS=48.3, Synergy_ZIP=1.27, Synergy_Bliss=4.24, Synergy_Loewe=-3.10, Synergy_HSA=6.43. (5) Drug 1: CC1=C(C=C(C=C1)C(=O)NC2=CC(=CC(=C2)C(F)(F)F)N3C=C(N=C3)C)NC4=NC=CC(=N4)C5=CN=CC=C5. Drug 2: CCC1(CC2CC(C3=C(CCN(C2)C1)C4=CC=CC=C4N3)(C5=C(C=C6C(=C5)C78CCN9C7C(C=CC9)(C(C(C8N6C)(C(=O)OC)O)OC(=O)C)CC)OC)C(=O)OC)O.OS(=O)(=O)O. Cell line: BT-549. Synergy scores: CSS=2.73, Synergy_ZIP=-0.420, Synergy_Bliss=2.22, Synergy_Loewe=2.89, Synergy_HSA=1.99.